From a dataset of Reaction yield outcomes from USPTO patents with 853,638 reactions. Predict the reaction yield, written as a fraction of the theoretical maximum amount of product (1.0 means a 100% yield; for example, 0.34 means a 34% yield). (1) The reactants are [CH:1]1([CH2:4][N:5]2[C:9]([C:10]([NH:12][C:13]3[CH:17]=[C:16]([C:18]([NH:20][CH2:21][CH2:22][CH2:23][N:24]([CH3:26])[CH3:25])=[O:19])[N:15]([CH3:27])[CH:14]=3)=[O:11])=[CH:8][C:7]([NH:28][C:29]([C:31]3[N:32]([CH3:39])[CH:33]=[C:34]([N+:36]([O-])=O)[CH:35]=3)=[O:30])=[CH:6]2)[CH2:3][CH2:2]1.[CH2:40]([OH:42])C. The catalyst is [Pd]. The product is [CH:1]1([CH2:4][N:5]2[C:9]([C:10]([NH:12][C:13]3[CH:17]=[C:16]([C:18]([NH:20][CH2:21][CH2:22][CH2:23][N:24]([CH3:26])[CH3:25])=[O:19])[N:15]([CH3:27])[CH:14]=3)=[O:11])=[CH:8][C:7]([NH:28][C:29]([C:31]3[N:32]([CH3:39])[CH:33]=[C:34]([NH:36][CH:40]=[O:42])[CH:35]=3)=[O:30])=[CH:6]2)[CH2:3][CH2:2]1. The yield is 0.420. (2) The reactants are [O:1]1[C:5]2([CH2:10][CH2:9][N:8]([C:11]([C:13]3[NH:14][C:15]4[C:20]([CH:21]=3)=[CH:19][C:18]([C:22]([N:24]3[CH2:29][CH2:28][N:27]([CH:30]([CH3:32])[CH3:31])[CH2:26][CH2:25]3)=[O:23])=[CH:17][CH:16]=4)=[O:12])[CH2:7][CH2:6]2)[O:4][CH2:3][CH2:2]1.[H-].[Na+].[CH:35]1([CH2:38]Br)[CH2:37][CH2:36]1. The catalyst is CN(C)C=O. The product is [CH:35]1([CH2:38][N:14]2[C:15]3[C:20](=[CH:19][C:18]([C:22]([N:24]4[CH2:25][CH2:26][N:27]([CH:30]([CH3:32])[CH3:31])[CH2:28][CH2:29]4)=[O:23])=[CH:17][CH:16]=3)[CH:21]=[C:13]2[C:11]([N:8]2[CH2:9][CH2:10][C:5]3([O:4][CH2:3][CH2:2][O:1]3)[CH2:6][CH2:7]2)=[O:12])[CH2:37][CH2:36]1. The yield is 0.760. (3) The reactants are BrCC1C=CC2[N:7]=[C:8]([CH:10]3[CH2:15][CH2:14][CH2:13][CH2:12][CH2:11]3)SC=2C=1.C(C1SC2C=C(C)C=CC=2N=1)C1C=CC=CC=1.C1C(=O)N(Br)[C:37](=[O:38])[CH2:36]1.CC(N=NC(C#N)(C)C)(C#N)C.C(Cl)(Cl)[Cl:56]. The catalyst is C(Cl)(Cl)(Cl)Cl. The product is [ClH:56].[CH2:37]([O:38][C:8]([CH:10]1[CH2:11][CH2:12][CH2:13][CH2:14][CH2:15]1)=[NH:7])[CH3:36]. The yield is 0.530. (4) The reactants are [CH2:1]([O:3][C:4]1[C:5]([O:19][CH2:20][C:21]2[CH:26]=[CH:25][C:24]([O:27][CH3:28])=[CH:23][CH:22]=2)=[N:6][CH:7]=[C:8](B2OC(C)(C)C(C)(C)O2)[CH:9]=1)[CH3:2].Br[C:30]1[CH:35]=[CH:34][C:33]([CH2:36][C:37]([NH:39][C:40]2[CH:44]=[C:43]([C:45]([CH3:51])([CH3:50])[C:46]([F:49])([F:48])[F:47])[O:42][N:41]=2)=[O:38])=[C:32]([F:52])[CH:31]=1.C(=O)([O-])[O-].[Cs+].[Cs+]. The catalyst is O.O1CCOCC1.C1C=CC(P(C2C=CC=CC=2)[C-]2C=CC=C2)=CC=1.C1C=CC(P(C2C=CC=CC=2)[C-]2C=CC=C2)=CC=1.Cl[Pd]Cl.[Fe+2]. The product is [CH2:1]([O:3][C:4]1[CH:9]=[C:8]([C:30]2[CH:35]=[CH:34][C:33]([CH2:36][C:37]([NH:39][C:40]3[CH:44]=[C:43]([C:45]([CH3:50])([CH3:51])[C:46]([F:49])([F:48])[F:47])[O:42][N:41]=3)=[O:38])=[C:32]([F:52])[CH:31]=2)[CH:7]=[N:6][C:5]=1[O:19][CH2:20][C:21]1[CH:22]=[CH:23][C:24]([O:27][CH3:28])=[CH:25][CH:26]=1)[CH3:2]. The yield is 0.199. (5) The reactants are [CH3:1][C:2]1[CH:3]=[C:4]([NH:9][S:10]([CH2:13][CH2:14][CH3:15])(=[O:12])=[O:11])[CH:5]=[C:6]([CH3:8])[CH:7]=1.[CH3:16][O:17]C(Cl)Cl. The catalyst is [Ti](Cl)(Cl)(Cl)Cl.C(Cl)Cl. The product is [CH:16]([C:7]1[C:2]([CH3:1])=[CH:3][C:4]([NH:9][S:10]([CH2:13][CH2:14][CH3:15])(=[O:12])=[O:11])=[CH:5][C:6]=1[CH3:8])=[O:17]. The yield is 0.570. (6) The reactants are [C:1]([C:3]1[CH:12]=[C:11]2[C:6]([CH:7]=[CH:8][C:9](=[O:47])[N:10]2[CH2:13][CH:14]([NH:34]S(C2C=CC=CC=2[N+]([O-])=O)(=O)=O)[C@H:15]2[CH2:20][CH2:19][C@H:18]([NH:21][CH2:22][C:23]3[CH:24]=[CH:25][C:26]4[O:27][CH2:28][C:29](=[O:33])[NH:30][C:31]=4[N:32]=3)[CH2:17][CH2:16]2)=[CH:5][CH:4]=1)#[N:2].C1(S)C=CC=CC=1.C(=O)([O-])[O-].[K+].[K+]. No catalyst specified. The product is [NH2:34][CH:14]([C@H:15]1[CH2:20][CH2:19][C@H:18]([NH:21][CH2:22][C:23]2[CH:24]=[CH:25][C:26]3[O:27][CH2:28][C:29](=[O:33])[NH:30][C:31]=3[N:32]=2)[CH2:17][CH2:16]1)[CH2:13][N:10]1[C:11]2[C:6](=[CH:5][CH:4]=[C:3]([C:1]#[N:2])[CH:12]=2)[CH:7]=[CH:8][C:9]1=[O:47]. The yield is 0.520. (7) The reactants are C(N(C(C)C)CC)(C)C.FC(F)(F)C(O)=O.[CH3:17][O:18][C:19](=[O:38])[CH2:20][C:21]1[CH:30]=[C:29]([CH:31]2[CH2:36][CH2:35][NH:34][CH2:33][CH2:32]2)[C:28]2[C:23](=[CH:24][CH:25]=[C:26]([F:37])[CH:27]=2)[CH:22]=1.[N:39]1[CH:44]=[CH:43][C:42]([S:45](Cl)(=[O:47])=[O:46])=[CH:41][CH:40]=1. The catalyst is C(Cl)Cl. The product is [CH3:17][O:18][C:19](=[O:38])[CH2:20][C:21]1[CH:30]=[C:29]([CH:31]2[CH2:36][CH2:35][N:34]([S:45]([C:42]3[CH:43]=[CH:44][N:39]=[CH:40][CH:41]=3)(=[O:47])=[O:46])[CH2:33][CH2:32]2)[C:28]2[C:23](=[CH:24][CH:25]=[C:26]([F:37])[CH:27]=2)[CH:22]=1. The yield is 0.420.